This data is from Reaction yield outcomes from USPTO patents with 853,638 reactions. The task is: Predict the reaction yield, written as a fraction of the theoretical maximum amount of product (1.0 means a 100% yield; for example, 0.34 means a 34% yield). (1) The reactants are [Br:1][C:2]1[CH:3]=[C:4]([N+:18]([O-])=O)[C:5]([NH:9][CH2:10][C@H:11]2[CH2:15][O:14][C:13]([CH3:17])([CH3:16])[O:12]2)=[N:6][C:7]=1[CH3:8].[Cl-].[NH4+].C(O)C.O. The catalyst is CCOC(C)=O.[Fe]. The product is [Br:1][C:2]1[CH:3]=[C:4]([NH2:18])[C:5]([NH:9][CH2:10][C@H:11]2[CH2:15][O:14][C:13]([CH3:16])([CH3:17])[O:12]2)=[N:6][C:7]=1[CH3:8]. The yield is 0.940. (2) The reactants are [NH2:1][C:2]1[CH:7]=[CH:6][C:5]([S:8]([N:11]2[CH2:15][CH2:14][C@@H:13]([NH:16][C:17]3[N:22]=[C:21]([C:23]4[C:31]5[C:26](=[CH:27][CH:28]=[CH:29][CH:30]=5)[NH:25][CH:24]=4)[C:20]([Cl:32])=[CH:19][N:18]=3)[CH2:12]2)(=[O:10])=[O:9])=[CH:4][CH:3]=1.C[CH2:34][N:35]([CH:39]([CH3:41])C)[CH:36](C)C.BrC/C=[CH:45]/[C:46](Cl)=[O:47].C(Cl)Cl.CNC. The catalyst is C1COCC1. The product is [Cl:32][C:20]1[C:21]([C:23]2[C:31]3[C:26](=[CH:27][CH:28]=[CH:29][CH:30]=3)[NH:25][CH:24]=2)=[N:22][C:17]([NH:16][C@@H:13]2[CH2:14][CH2:15][N:11]([S:8]([C:5]3[CH:6]=[CH:7][C:2]([NH:1][C:46](=[O:47])/[CH:45]=[CH:41]/[CH2:39][N:35]([CH3:34])[CH3:36])=[CH:3][CH:4]=3)(=[O:9])=[O:10])[CH2:12]2)=[N:18][CH:19]=1. The yield is 0.160.